From a dataset of Reaction yield outcomes from USPTO patents with 853,638 reactions. Predict the reaction yield, written as a fraction of the theoretical maximum amount of product (1.0 means a 100% yield; for example, 0.34 means a 34% yield). (1) The reactants are O[CH2:2][C:3]1[CH:8]=[CH:7][C:6]([O:9][C:10](=[O:19])[N:11]([CH3:18])[C:12]2[CH:17]=[CH:16][CH:15]=[CH:14][CH:13]=2)=[CH:5][CH:4]=1.[C:20]1(=[O:26])[NH:24][C:23](=[O:25])[CH2:22][CH2:21]1. No catalyst specified. The product is [O:25]=[C:23]1[CH2:22][CH2:21][C:20](=[O:26])[N:24]1[CH2:2][C:3]1[CH:8]=[CH:7][C:6]([O:9][C:10](=[O:19])[N:11]([CH3:18])[C:12]2[CH:17]=[CH:16][CH:15]=[CH:14][CH:13]=2)=[CH:5][CH:4]=1. The yield is 0.570. (2) The reactants are [CH3:1][O:2][C:3]1[CH:8]=[CH:7][C:6]([C:9]2[O:10][C:11]3[CH:27]=[CH:26][C:25]([NH:28]C(=O)C)=[CH:24][C:12]=3[C:13](=[O:23])[C:14]=2[O:15][CH2:16][C:17]2[CH:22]=[CH:21][CH:20]=[CH:19][CH:18]=2)=[CH:5][CH:4]=1.[ClH:32].[K+].[Br-]. The catalyst is C(Cl)(Cl)Cl.CO. The product is [ClH:32].[CH3:1][O:2][C:3]1[CH:4]=[CH:5][C:6]([C:9]2[O:10][C:11]3[CH:27]=[CH:26][C:25]([NH2:28])=[CH:24][C:12]=3[C:13](=[O:23])[C:14]=2[O:15][CH2:16][C:17]2[CH:22]=[CH:21][CH:20]=[CH:19][CH:18]=2)=[CH:7][CH:8]=1. The yield is 0.540. (3) The reactants are Br[C:2]1[CH:3]=[C:4]([C:12]2[N:13]=[C:14]([CH2:17][CH2:18][C:19]([O:21][CH3:22])=[O:20])[O:15][CH:16]=2)[CH:5]=[C:6]([C:8]([F:11])([F:10])[F:9])[CH:7]=1.[S:23]1[CH:27]=[CH:26][C:25](B(O)O)=[CH:24]1.S1C=CC=C1C1C=C(C2N=C(CCC(OC)=O)OC=2)C=C(C(F)(F)F)C=1. No catalyst specified. The product is [S:23]1[CH:27]=[CH:26][C:25]([C:2]2[CH:3]=[C:4]([C:12]3[N:13]=[C:14]([CH2:17][CH2:18][C:19]([O:21][CH3:22])=[O:20])[O:15][CH:16]=3)[CH:5]=[C:6]([C:8]([F:11])([F:10])[F:9])[CH:7]=2)=[CH:24]1. The yield is 0.810. (4) The reactants are [CH:1]1([C:7]2[CH:13]=[CH:12][C:10]([NH2:11])=[CH:9][CH:8]=2)[CH2:6][CH2:5][CH2:4][CH2:3][CH2:2]1.[CH:14]([C:16]1[CH:24]=[CH:23][C:19]([C:20]([OH:22])=[O:21])=[CH:18][CH:17]=1)=O.C([BH3-])#N.[Na+]. The catalyst is CO.C(O)(=O)C. The product is [CH:1]1([C:7]2[CH:8]=[CH:9][C:10]([NH:11][CH2:14][C:16]3[CH:24]=[CH:23][C:19]([C:20]([OH:22])=[O:21])=[CH:18][CH:17]=3)=[CH:12][CH:13]=2)[CH2:2][CH2:3][CH2:4][CH2:5][CH2:6]1. The yield is 0.780. (5) The reactants are [Cl:1][C:2]1[C:7]([CH2:8][OH:9])=[CH:6][N:5]=[C:4]([C:10]2[CH:15]=[CH:14][CH:13]=[CH:12][CH:11]=2)[N:3]=1.CC(OI1(OC(C)=O)(OC(C)=O)OC(=O)C2C=CC=CC1=2)=O. The catalyst is C(Cl)Cl.CCOC(C)=O. The product is [Cl:1][C:2]1[C:7]([CH:8]=[O:9])=[CH:6][N:5]=[C:4]([C:10]2[CH:11]=[CH:12][CH:13]=[CH:14][CH:15]=2)[N:3]=1. The yield is 0.820. (6) The reactants are [Cl:1][C:2]1[N:3]=[C:4](Cl)[C:5]2[S:10][CH:9]=[C:8]([CH3:11])[C:6]=2[N:7]=1.[CH2:13]([NH2:15])[CH3:14]. The catalyst is CN(C=O)C. The product is [Cl:1][C:2]1[N:3]=[C:4]([NH:15][CH2:13][CH3:14])[C:5]2[S:10][CH:9]=[C:8]([CH3:11])[C:6]=2[N:7]=1. The yield is 0.720. (7) The reactants are [NH2:1][C:2]1[S:3]/[C:4](=[CH:8]\[C:9]2[CH:14]=[C:13]([O:15][CH2:16][CH2:17][CH3:18])[C:12]([OH:19])=[C:11]([Cl:20])[CH:10]=2)/[C:5](=[O:7])[N:6]=1.Br.Br[CH2:23][C:24]([C:26]1[CH:31]=[CH:30][N:29]=[CH:28][CH:27]=1)=O. No catalyst specified. The product is [Cl:20][C:11]1[CH:10]=[C:9](/[CH:8]=[C:4]2/[C:5](=[O:7])[N:6]3[CH:23]=[C:24]([C:26]4[CH:31]=[CH:30][N:29]=[CH:28][CH:27]=4)[N:1]=[C:2]3[S:3]/2)[CH:14]=[C:13]([O:15][CH2:16][CH2:17][CH3:18])[C:12]=1[OH:19]. The yield is 0.0900. (8) The reactants are F[C:2]1[CH:7]=[CH:6][CH:5]=[CH:4][C:3]=1[N+:8]([O-:10])=[O:9].[C:11]1([CH2:17][CH2:18][NH2:19])[CH:16]=[CH:15][CH:14]=[CH:13][CH:12]=1.O. The catalyst is CCO. The product is [N+:8]([C:3]1[CH:4]=[CH:5][CH:6]=[CH:7][C:2]=1[NH:19][CH2:18][CH2:17][C:11]1[CH:16]=[CH:15][CH:14]=[CH:13][CH:12]=1)([O-:10])=[O:9]. The yield is 0.920.